Dataset: Full USPTO retrosynthesis dataset with 1.9M reactions from patents (1976-2016). Task: Predict the reactants needed to synthesize the given product. (1) Given the product [CH2:37]([O:44][CH2:45][C:46]1[NH:17][C:14]2[C:15](=[O:16])[N:10]([CH2:9][CH2:8][CH2:7][CH2:6][C@H:5]([OH:4])[CH3:22])[C:11](=[O:21])[N:12]([CH3:20])[C:13]=2[N:19]=1)[C:38]1[CH:43]=[CH:42][CH:41]=[CH:40][CH:39]=1, predict the reactants needed to synthesize it. The reactants are: C([O:4][C@H:5]([CH3:22])[CH2:6][CH2:7][CH2:8][CH2:9][N:10]1[C:15](=[O:16])[C:14]([N:17]=O)=[C:13]([NH2:19])[N:12]([CH3:20])[C:11]1=[O:21])(=O)C.S(S([O-])=O)([O-])=O.[Na+].[Na+].C(=O)([O-])[O-].[K+].[K+].[CH2:37]([O:44][CH2:45][C:46](Cl)=O)[C:38]1[CH:43]=[CH:42][CH:41]=[CH:40][CH:39]=1.Cl. (2) Given the product [CH:1]1[CH:2]=[CH:3][C:4]2[N:16]([C:17]([NH2:19])=[O:18])[C:15]3[CH:14]=[CH:13][CH:12]=[CH:11][C:10]=3[C@@H:8]([OH:9])[CH2:7][C:5]=2[CH:6]=1, predict the reactants needed to synthesize it. The reactants are: [CH:1]1[CH:2]=[CH:3][C:4]2[N:16]([C:17]([NH2:19])=[O:18])[C:15]3[CH:14]=[CH:13][CH:12]=[CH:11][C:10]=3[C:8](=[O:9])[CH2:7][C:5]=2[CH:6]=1.C([O-])=O.[Na+].C(N(CC)CC)C.